This data is from M1 muscarinic receptor antagonist screen with 61,756 compounds. The task is: Binary Classification. Given a drug SMILES string, predict its activity (active/inactive) in a high-throughput screening assay against a specified biological target. (1) The drug is s1c(C(N(Cc2occc2)C(=O)Cn2nc(nn2)c2oc(cc2)C)C(=O)NC(C)(C)C)ccc1. The result is 0 (inactive). (2) The molecule is S(=O)(=O)(N1CCC(CC1)C(=O)N1CCN(CC1)c1c(ccc(c1)C)C)c1c(onc1C)C. The result is 0 (inactive). (3) The drug is s1c(N(CCCN2CCOCC2)C(=O)c2occc2)nc(c1)c1ccc(cc1)C. The result is 0 (inactive). (4) The molecule is Clc1c(Cn2nnc3c2ncnc3Nc2ccccc2)cccc1. The result is 0 (inactive). (5) The drug is S(=O)(=O)(N1CCC(CC1)C(=O)NCc1ncccc1)N(CC(C)C)CC(C)C. The result is 0 (inactive). (6) The compound is Clc1cc2[nH]c(SCc3oc(nn3)c3ccccc3)nc2cc1. The result is 0 (inactive).